Predict which catalyst facilitates the given reaction. From a dataset of Catalyst prediction with 721,799 reactions and 888 catalyst types from USPTO. (1) Reactant: C[O:2][C:3]([C:5]1[CH:10]=[C:9]([Cl:11])[CH:8]=[CH:7][N:6]=1)=O.[OH-].[NH4+:13]. Product: [Cl:11][C:9]1[CH:8]=[CH:7][N:6]=[C:5]([C:3]([NH2:13])=[O:2])[CH:10]=1. The catalyst class is: 5. (2) Reactant: [C:1]([O:5][C:6](=[O:52])[C:7]1[CH:12]=[CH:11][CH:10]=[C:9]([CH2:13][CH:14]([NH:28][C:29](=[O:49])[CH2:30][CH:31]2[CH2:36][CH2:35][CH:34]([CH2:37][NH:38]C(OCC3C=CC=CC=3)=O)[CH2:33][CH2:32]2)[B:15]2[O:23][CH:22]3[C:17]([CH3:27])([CH:18]4[CH2:24][CH:20]([CH2:21]3)[C:19]4([CH3:26])[CH3:25])[O:16]2)[C:8]=1[O:50][CH3:51])([CH3:4])([CH3:3])[CH3:2]. Product: [C:1]([O:5][C:6](=[O:52])[C:7]1[CH:12]=[CH:11][CH:10]=[C:9]([CH2:13][CH:14]([NH:28][C:29](=[O:49])[CH2:30][CH:31]2[CH2:32][CH2:33][CH:34]([CH2:37][NH2:38])[CH2:35][CH2:36]2)[B:15]2[O:23][CH:22]3[C:17]([CH3:27])([CH:18]4[CH2:24][CH:20]([CH2:21]3)[C:19]4([CH3:25])[CH3:26])[O:16]2)[C:8]=1[O:50][CH3:51])([CH3:2])([CH3:3])[CH3:4]. The catalyst class is: 19.